From a dataset of Catalyst prediction with 721,799 reactions and 888 catalyst types from USPTO. Predict which catalyst facilitates the given reaction. (1) Product: [C:1]([C:3]1[CH:4]=[C:5]([CH:9]=[CH:10][C:11]=1[O:12][CH:13]([CH3:15])[CH3:14])[C:6]([O:8][CH3:16])=[O:7])#[N:2]. The catalyst class is: 98. Reactant: [C:1]([C:3]1[CH:4]=[C:5]([CH:9]=[CH:10][C:11]=1[O:12][CH:13]([CH3:15])[CH3:14])[C:6]([OH:8])=[O:7])#[N:2].[CH3:16][Si](C=[N+]=[N-])(C)C. (2) Reactant: [CH3:1][C:2]1[C:11]2[C:6](=[C:7]([CH3:13])[CH:8]=[CH:9][C:10]=2[CH3:12])[N:5]=[C:4](O)[CH:3]=1.O=P(Cl)(Cl)[Cl:17]. Product: [Cl:17][C:4]1[CH:3]=[C:2]([CH3:1])[C:11]2[C:6](=[C:7]([CH3:13])[CH:8]=[CH:9][C:10]=2[CH3:12])[N:5]=1. The catalyst class is: 11. (3) Reactant: C(OC([N:8]1[CH2:12][CH2:11][CH2:10][CH:9]1[CH2:13][CH2:14][CH:15]([N+:22]([O-:24])=[O:23])[C:16]1[CH:21]=[CH:20][CH:19]=[CH:18][CH:17]=1)=O)(C)(C)C.Cl. Product: [N+:22]([CH:15]([C:16]1[CH:21]=[CH:20][CH:19]=[CH:18][CH:17]=1)[CH2:14][CH2:13][CH:9]1[CH2:10][CH2:11][CH2:12][NH:8]1)([O-:24])=[O:23]. The catalyst class is: 71. (4) Reactant: [Br:1][C:2]1[CH:3]=[C:4]2[C:9](=[CH:10][C:11]=1[O:12][CH3:13])[C:8]([CH3:15])([CH3:14])[C:7](=O)[CH2:6][CH2:5]2.[NH:17]([C:19]1[CH:20]=[C:21]([CH:24]=[CH:25][CH:26]=1)[C:22]#[N:23])N. Product: [Br:1][C:2]1[C:11]([O:12][CH3:13])=[CH:10][C:9]2[C:8]([CH3:15])([CH3:14])[C:7]3[NH:17][C:19]4[C:26]([C:6]=3[CH2:5][C:4]=2[CH:3]=1)=[CH:25][CH:24]=[C:21]([C:22]#[N:23])[CH:20]=4. The catalyst class is: 67. (5) Reactant: [OH:1][C:2]1[CH:13]=[C:6]2[C:7]([O:9][C:10](=[O:12])[NH:11][C:5]2=[CH:4][CH:3]=1)=[O:8].N1C=CN=C1.[Si:19](Cl)([C:22]([CH3:25])([CH3:24])[CH3:23])([CH3:21])[CH3:20]. Product: [Si:19]([O:1][C:2]1[CH:13]=[C:6]2[C:7]([O:9][C:10](=[O:12])[NH:11][C:5]2=[CH:4][CH:3]=1)=[O:8])([C:22]([CH3:25])([CH3:24])[CH3:23])([CH3:21])[CH3:20]. The catalyst class is: 35. (6) Reactant: [CH2:1]([NH:5][C:6]1[N:11]2[N:12]=[C:13]([C:22]3[CH:27]=[CH:26][C:25]([F:28])=[CH:24][CH:23]=3)[C:14]([C:15]3[CH:20]=[CH:19][N:18]=[C:17]([S-:21])[N:16]=3)=[C:10]2[CH:9]=[CH:8][CH:7]=1)[CH2:2][CH2:3][CH3:4].I[CH3:30].[OH-].[Na+]. Product: [CH2:1]([NH:5][C:6]1[N:11]2[N:12]=[C:13]([C:22]3[CH:23]=[CH:24][C:25]([F:28])=[CH:26][CH:27]=3)[C:14]([C:15]3[CH:20]=[CH:19][N:18]=[C:17]([S:21][CH3:30])[N:16]=3)=[C:10]2[CH:9]=[CH:8][CH:7]=1)[CH2:2][CH2:3][CH3:4]. The catalyst class is: 6.